This data is from Full USPTO retrosynthesis dataset with 1.9M reactions from patents (1976-2016). The task is: Predict the reactants needed to synthesize the given product. (1) The reactants are: COC1C=CC(C[NH:8][C:9]2[C:14]([C:15]([N:17]3[CH2:22][CH2:21][CH:20]([N:23]4[CH2:27][CH2:26][CH2:25][CH2:24]4)[CH2:19][CH2:18]3)=[O:16])=[C:13]([CH3:28])[CH:12]=[C:11]([C:29]3[CH:34]=[CH:33][CH:32]=[C:31]([C:35]([F:38])([F:37])[F:36])[CH:30]=3)[N:10]=2)=CC=1.FC(F)(F)C(O)=O. Given the product [NH2:8][C:9]1[C:14]([C:15]([N:17]2[CH2:22][CH2:21][CH:20]([N:23]3[CH2:27][CH2:26][CH2:25][CH2:24]3)[CH2:19][CH2:18]2)=[O:16])=[C:13]([CH3:28])[CH:12]=[C:11]([C:29]2[CH:34]=[CH:33][CH:32]=[C:31]([C:35]([F:38])([F:37])[F:36])[CH:30]=2)[N:10]=1, predict the reactants needed to synthesize it. (2) Given the product [CH2:28]([N:29]([CH2:32][CH3:33])[CH2:30][CH2:31][N:9]1[C:10]2[C:6](=[CH:5][C:4]([N+:1]([O-:3])=[O:2])=[CH:12][CH:11]=2)[CH:7]=[C:8]1[CH2:13][C:14]1[CH:15]=[CH:16][C:17]([O:20][C:21]([F:24])([F:22])[F:23])=[CH:18][CH:19]=1)[CH3:27], predict the reactants needed to synthesize it. The reactants are: [N+:1]([C:4]1[CH:5]=[C:6]2[C:10](=[CH:11][CH:12]=1)[NH:9][C:8]([CH2:13][C:14]1[CH:19]=[CH:18][C:17]([O:20][C:21]([F:24])([F:23])[F:22])=[CH:16][CH:15]=1)=[CH:7]2)([O-:3])=[O:2].Cl.Cl[CH2:27][CH2:28][N:29]([CH2:32][CH3:33])[CH2:30][CH3:31].C(=O)([O-])[O-].[K+].[K+].CN(C)C=O. (3) Given the product [F:1][C:2]1[CH:8]=[C:7]([CH3:9])[C:6]([B:10]2[O:14][C:13]([CH3:16])([CH3:15])[C:12]([CH3:18])([CH3:17])[O:11]2)=[CH:5][C:3]=1[NH:4][C:20](=[O:21])[O:22][C:23]([CH3:25])=[CH2:24], predict the reactants needed to synthesize it. The reactants are: [F:1][C:2]1[CH:8]=[C:7]([CH3:9])[C:6]([B:10]2[O:14][C:13]([CH3:16])([CH3:15])[C:12]([CH3:18])([CH3:17])[O:11]2)=[CH:5][C:3]=1[NH2:4].Cl[C:20]([O:22][C:23]([CH3:25])=[CH2:24])=[O:21]. (4) The reactants are: [CH:1]1([N:6]2[C:10]([NH2:11])=[C:9]([C:12]([O:14]N3C4=NC=CC=C4N=N3)=O)[C:8]([CH3:24])=[N:7]2)[CH2:5][CH2:4][CH2:3][CH2:2]1.Cl.[NH2:26][CH2:27][C:28]([C:30]1[CH:35]=[CH:34][CH:33]=[CH:32][CH:31]=1)=O.CCN(CC)CC. Given the product [CH:1]1([N:6]2[C:10]3[N:11]=[C:28]([C:30]4[CH:35]=[CH:34][CH:33]=[CH:32][CH:31]=4)[CH2:27][NH:26][C:12](=[O:14])[C:9]=3[C:8]([CH3:24])=[N:7]2)[CH2:2][CH2:3][CH2:4][CH2:5]1, predict the reactants needed to synthesize it. (5) Given the product [CH3:1][N:2]1[CH2:7][CH2:6][N:5]([S:16]([CH2:19][C@H:20]([CH3:31])[C:21]([O:23][CH2:24][C:25]2[CH:30]=[CH:29][CH:28]=[CH:27][CH:26]=2)=[O:22])(=[O:18])=[O:17])[CH2:4][CH2:3]1, predict the reactants needed to synthesize it. The reactants are: [CH3:1][N:2]1[CH2:7][CH2:6][NH:5][CH2:4][CH2:3]1.CCN(CC)CC.Cl[S:16]([CH2:19][C@H:20]([CH3:31])[C:21]([O:23][CH2:24][C:25]1[CH:30]=[CH:29][CH:28]=[CH:27][CH:26]=1)=[O:22])(=[O:18])=[O:17]. (6) Given the product [C:50]([OH:57])(=[O:56])[CH2:51][CH2:52][C:53]([OH:55])=[O:54].[CH2:47]([N:4]([CH2:1][CH2:2][CH3:3])[C:5]([CH2:7][O:8][C:9](=[O:46])[CH2:10][CH2:11][NH:12][S:13]([C:16]1[CH:21]=[CH:20][CH:19]=[C:18]([C:22]([N:24]2[CH2:45][CH2:44][C:27]3([NH:31]/[C:30](=[N:32]/[C:33]([C:35]4[C:40]([NH2:41])=[N:39][C:38]([NH2:42])=[C:37]([Cl:43])[N:36]=4)=[O:34])/[NH:29][CH2:28]3)[CH2:26][CH2:25]2)=[O:23])[CH:17]=1)(=[O:15])=[O:14])=[O:6])[CH2:48][CH3:49], predict the reactants needed to synthesize it. The reactants are: [CH2:1]([N:4]([CH2:47][CH2:48][CH3:49])[C:5]([CH2:7][O:8][C:9](=[O:46])[CH2:10][CH2:11][NH:12][S:13]([C:16]1[CH:21]=[CH:20][CH:19]=[C:18]([C:22]([N:24]2[CH2:45][CH2:44][C:27]3([NH:31]/[C:30](=[N:32]/[C:33]([C:35]4[C:40]([NH2:41])=[N:39][C:38]([NH2:42])=[C:37]([Cl:43])[N:36]=4)=[O:34])/[NH:29][CH2:28]3)[CH2:26][CH2:25]2)=[O:23])[CH:17]=1)(=[O:15])=[O:14])=[O:6])[CH2:2][CH3:3].[C:50]([OH:57])(=[O:56])[CH2:51][CH2:52][C:53]([OH:55])=[O:54]. (7) Given the product [C:21]([O:20][C:18]([N:11]1[CH2:10][C@@H:9]([CH3:25])[N:8]2[C@H:13]([CH2:14][C:15]3[C:7]2=[N:6][C:5]([CH2:3][OH:2])=[CH:17][CH:16]=3)[CH2:12]1)=[O:19])([CH3:23])([CH3:22])[CH3:24], predict the reactants needed to synthesize it. The reactants are: C[O:2][C:3]([C:5]1[N:6]=[C:7]2[C:15](=[CH:16][CH:17]=1)[CH2:14][C@H:13]1[N:8]2[C@H:9]([CH3:25])[CH2:10][N:11]([C:18]([O:20][C:21]([CH3:24])([CH3:23])[CH3:22])=[O:19])[CH2:12]1)=O.[H-].C([Al+]CC(C)C)C(C)C.